Task: Regression. Given a peptide amino acid sequence and an MHC pseudo amino acid sequence, predict their binding affinity value. This is MHC class I binding data.. Dataset: Peptide-MHC class I binding affinity with 185,985 pairs from IEDB/IMGT (1) The peptide sequence is DFIGKTIGF. The MHC is HLA-B40:01 with pseudo-sequence HLA-B40:01. The binding affinity (normalized) is 0.0847. (2) The peptide sequence is KVGNFTGLY. The MHC is HLA-A33:01 with pseudo-sequence HLA-A33:01. The binding affinity (normalized) is 0.0641.